Dataset: Reaction yield outcomes from USPTO patents with 853,638 reactions. Task: Predict the reaction yield, written as a fraction of the theoretical maximum amount of product (1.0 means a 100% yield; for example, 0.34 means a 34% yield). (1) The reactants are CI.[OH:3][C:4]1[CH:5]=[C:6]([CH:11]=[C:12]([N+:14]([O-:16])=[O:15])[CH:13]=1)[C:7]([O:9][CH3:10])=[O:8].[C:17](=O)([O-])[O-].[K+].[K+]. The catalyst is CN(C=O)C.O. The product is [CH3:17][O:3][C:4]1[CH:5]=[C:6]([CH:11]=[C:12]([N+:14]([O-:16])=[O:15])[CH:13]=1)[C:7]([O:9][CH3:10])=[O:8]. The yield is 0.630. (2) The reactants are [Br:1][C:2]1[CH:3]=[C:4]([C:15]([O:17]C)=[O:16])[C:5]2[C:6]([Cl:14])=[CH:7][N:8]([CH:11]([CH3:13])[CH3:12])[C:9]=2[CH:10]=1.[OH-].[Na+]. The catalyst is C1COCC1.CO. The product is [Br:1][C:2]1[CH:3]=[C:4]([C:15]([OH:17])=[O:16])[C:5]2[C:6]([Cl:14])=[CH:7][N:8]([CH:11]([CH3:12])[CH3:13])[C:9]=2[CH:10]=1. The yield is 0.560. (3) The reactants are [C:1]1([NH:7][C:8]([NH:10][C:11]2[CH:16]=[CH:15][C:14]([C:17]3[C:21]([C:22]4[CH:27]=[CH:26][N:25]=[C:24]5[NH:28][CH:29]=[CH:30][C:23]=45)=[CH:20][N:19]([CH2:31][C:32](O)=[O:33])[N:18]=3)=[CH:13][CH:12]=2)=[O:9])[CH:6]=[CH:5][CH:4]=[CH:3][CH:2]=1.C(N=C=NCCCN(C)C)C.[CH3:46][O:47][C:48]1[CH:53]=[CH:52][CH:51]=[C:50]([NH2:54])[CH:49]=1. The catalyst is CN(C)C1C=CN=CC=1.CN(C)C=O. The product is [CH3:46][O:47][C:48]1[CH:49]=[C:50]([NH:54][C:32](=[O:33])[CH2:31][N:19]2[CH:20]=[C:21]([C:22]3[CH:27]=[CH:26][N:25]=[C:24]4[NH:28][CH:29]=[CH:30][C:23]=34)[C:17]([C:14]3[CH:15]=[CH:16][C:11]([NH:10][C:8]([NH:7][C:1]4[CH:6]=[CH:5][CH:4]=[CH:3][CH:2]=4)=[O:9])=[CH:12][CH:13]=3)=[N:18]2)[CH:51]=[CH:52][CH:53]=1. The yield is 0.260. (4) The reactants are [OH-].[OH:2][CH2:3][CH2:4][N+:5]([CH3:8])([CH3:7])[CH3:6].[B:9]([OH:12])([OH:11])[OH:10].[C:13](O)(=O)[C:14]1[C:15](=[CH:17][CH:18]=[CH:19][CH:20]=1)[OH:16]. The catalyst is O. The product is [OH:2][CH2:3][CH2:4][N+:5]([CH3:8])([CH3:7])[CH3:6].[CH2:17]([O:10][B:9]([O-:12])[O:11][CH2:13][C:14]1[C:15](=[CH:17][CH:18]=[CH:19][CH:20]=1)[OH:16])[C:15]1[C:3](=[CH:4][CH:19]=[CH:20][CH:14]=1)[OH:2]. The yield is 0.700. (5) The reactants are Br[C:2]1[CH:3]=[C:4]([N:8]2[C:16]3[CH2:15][CH2:14][N:13]([CH2:17][C:18]([OH:21])([CH3:20])[CH3:19])[CH2:12][C:11]=3[C:10]([C:22]([O:24][CH2:25][CH3:26])=[O:23])=[N:9]2)[CH:5]=[CH:6][CH:7]=1.[C:27]([C@:29]1([OH:36])[CH2:33][CH2:32][N:31]([CH3:34])[C:30]1=[O:35])#[CH:28]. No catalyst specified. The product is [OH:36][C@@:29]1([C:27]#[C:28][C:2]2[CH:3]=[C:4]([N:8]3[C:16]4[CH2:15][CH2:14][N:13]([CH2:17][C:18]([OH:21])([CH3:20])[CH3:19])[CH2:12][C:11]=4[C:10]([C:22]([O:24][CH2:25][CH3:26])=[O:23])=[N:9]3)[CH:5]=[CH:6][CH:7]=2)[CH2:33][CH2:32][N:31]([CH3:34])[C:30]1=[O:35]. The yield is 0.830. (6) The reactants are [CH3:1][O:2][C:3]([C:5]1[S:6][CH:7]=[CH:8][C:9]=1[N:10]([C@H:20]1[CH2:25][CH2:24][C@H:23]([OH:26])[CH2:22][CH2:21]1)[C:11]([C@H:13]1[CH2:18][CH2:17][C@H:16]([CH3:19])[CH2:15][CH2:14]1)=[O:12])=[O:4].[O:27]1[CH:32]=[CH:31][CH2:30][CH2:29][CH2:28]1.C([O-])(O)=O.[Na+]. The catalyst is C(Cl)Cl. The product is [CH3:1][O:2][C:3]([C:5]1[S:6][CH:7]=[CH:8][C:9]=1[N:10]([C:11]([C@H:13]1[CH2:18][CH2:17][C@H:16]([CH3:19])[CH2:15][CH2:14]1)=[O:12])[C@H:20]1[CH2:21][CH2:22][C@H:23]([O:26][CH:28]2[CH2:29][CH2:30][CH2:31][CH2:32][O:27]2)[CH2:24][CH2:25]1)=[O:4]. The yield is 0.480. (7) The reactants are [OH:1][C:2]1[N:6]([CH3:7])[N:5]=[C:4]([C:8]([F:11])([F:10])[F:9])[CH:3]=1.[CH2:12]=[O:13].C(#N)C.[CH2:17](Br)[C:18]1[CH:23]=[CH:22][CH:21]=[CH:20][CH:19]=1. The catalyst is [OH-].[K+]. The product is [CH2:17]([O:1][C:2]1[N:6]([CH3:7])[N:5]=[C:4]([C:8]([F:11])([F:10])[F:9])[C:3]=1[CH2:12][OH:13])[C:18]1[CH:23]=[CH:22][CH:21]=[CH:20][CH:19]=1. The yield is 0.731. (8) The reactants are Cl[C:2]1[C:7]2[NH:8][C:9]3[C:14]([C:6]=2[C:5]([C:16]2[CH:21]=[CH:20][CH:19]=[C:18]([S:22]([CH2:25][CH3:26])(=[O:24])=[O:23])[CH:17]=2)=[CH:4][N:3]=1)=[CH:13][C:12]([CH3:15])=[CH:11][N:10]=3.[CH3:27][N:28](C=O)C. The catalyst is [C-]#N.[Zn+2].[C-]#N.C1C=CC([P]([Pd]([P](C2C=CC=CC=2)(C2C=CC=CC=2)C2C=CC=CC=2)([P](C2C=CC=CC=2)(C2C=CC=CC=2)C2C=CC=CC=2)[P](C2C=CC=CC=2)(C2C=CC=CC=2)C2C=CC=CC=2)(C2C=CC=CC=2)C2C=CC=CC=2)=CC=1. The product is [CH2:25]([S:22]([C:18]1[CH:17]=[C:16]([C:5]2[C:6]3[C:14]4[CH:13]=[C:12]([CH3:15])[CH:11]=[N:10][C:9]=4[NH:8][C:7]=3[C:2]([C:27]#[N:28])=[N:3][CH:4]=2)[CH:21]=[CH:20][CH:19]=1)(=[O:24])=[O:23])[CH3:26]. The yield is 0.860.